From a dataset of Catalyst prediction with 721,799 reactions and 888 catalyst types from USPTO. Predict which catalyst facilitates the given reaction. (1) Reactant: [Br:1][C:2]1[CH:7]=[C:6]([N+:8]([O-])=O)[C:5](/[CH:11]=[CH:12]/[CH:13]=O)=[C:4]([F:15])[CH:3]=1.[Cl-].[NH4+]. Product: [Br:1][C:2]1[CH:7]=[C:6]2[C:5]([CH:11]=[CH:12][CH:13]=[N:8]2)=[C:4]([F:15])[CH:3]=1. The catalyst class is: 186. (2) Reactant: [C:1]1(=[O:13])[CH:9]2[CH:4]([CH:5]3[CH2:11][CH2:10][CH:8]2[CH:7]=[CH:6]3)[C:3](=[O:12])[CH2:2]1. Product: [C:3]1(=[O:12])[CH:4]2[CH:9]([CH:8]3[CH2:7][CH2:6][CH:5]2[CH2:11][CH2:10]3)[C:1](=[O:13])[CH2:2]1. The catalyst class is: 19.